Dataset: P-glycoprotein inhibition data for predicting drug efflux from Broccatelli et al.. Task: Regression/Classification. Given a drug SMILES string, predict its absorption, distribution, metabolism, or excretion properties. Task type varies by dataset: regression for continuous measurements (e.g., permeability, clearance, half-life) or binary classification for categorical outcomes (e.g., BBB penetration, CYP inhibition). Dataset: pgp_broccatelli. (1) The molecule is COc1cc2c(cc1OC)CN(Cc1ccc(NC(=O)c3ccccc3NC(=O)c3cnc4ccccc4c3)cc1)CC2. The result is 1 (inhibitor). (2) The molecule is C=CCSC[C@H]1Nc2cc(Cl)c(S(N)(=O)=O)cc2S(=O)(=O)N1. The result is 0 (non-inhibitor). (3) The result is 1 (inhibitor). The molecule is O[C@H](COc1cccc2ncccc12)CN1CCN(C2c3ccccc3[C@H]3[C@H](c4ccccc42)C3(F)F)CC1. (4) The drug is COP(=O)(OC)[C@H](O)C(Cl)(Cl)Cl. The result is 0 (non-inhibitor). (5) The drug is CC(=O)CCCCn1c(=O)c2c(ncn2C)n(C)c1=O. The result is 1 (inhibitor). (6) The compound is COc1cnc(NS(=O)(=O)c2ccc(N)cc2)nc1. The result is 0 (non-inhibitor).